From a dataset of Full USPTO retrosynthesis dataset with 1.9M reactions from patents (1976-2016). Predict the reactants needed to synthesize the given product. (1) Given the product [NH2:12][C:6]1[CH:7]=[C:8]([Cl:11])[CH:9]=[CH:10][C:5]=1[C:3](=[O:4])[CH3:2], predict the reactants needed to synthesize it. The reactants are: C[CH2:2][C:3]([C:5]1[CH:10]=[CH:9][C:8]([Cl:11])=[CH:7][C:6]=1[N+:12]([O-])=O)=[O:4]. (2) The reactants are: CS(O[CH2:6][C@H:7]1[CH2:12][CH2:11][CH2:10][CH2:9][C@@H:8]1[NH:13][C:14]([O:16][C:17]([CH3:20])([CH3:19])[CH3:18])=[O:15])(=O)=O.[N-:21]=[N+:22]=[N-:23].[Na+]. Given the product [N:21]([CH2:6][C@H:7]1[CH2:12][CH2:11][CH2:10][CH2:9][C@@H:8]1[NH:13][C:14](=[O:15])[O:16][C:17]([CH3:20])([CH3:19])[CH3:18])=[N+:22]=[N-:23], predict the reactants needed to synthesize it. (3) Given the product [NH2:18][C:13]1[CH:14]=[CH:15][CH:16]=[CH:17][C:12]=1[CH2:11][N:4]1[CH:3]([O:2][CH3:1])[C:7]([CH3:9])([CH3:8])[O:6][C:5]1=[O:10], predict the reactants needed to synthesize it. The reactants are: [CH3:1][O:2][CH:3]1[C:7]([CH3:9])([CH3:8])[O:6][C:5](=[O:10])[N:4]1[CH2:11][C:12]1[CH:17]=[CH:16][CH:15]=[CH:14][C:13]=1[N+:18]([O-])=O.[Cl-].[NH4+].C(O)C.O. (4) Given the product [F:13][C:7]1[C:8]([CH3:12])=[CH:9][CH:10]=[C:11]2[C:6]=1[N:5]=[C:4]([C:14]([O:16][CH3:17])=[O:15])[CH:3]=[C:2]2[C:22]1[CH:23]=[CH:24][C:19]([F:18])=[CH:20][CH:21]=1, predict the reactants needed to synthesize it. The reactants are: Cl[C:2]1[C:11]2[C:6](=[C:7]([F:13])[C:8]([CH3:12])=[CH:9][CH:10]=2)[N:5]=[C:4]([C:14]([O:16][CH3:17])=[O:15])[CH:3]=1.[F:18][C:19]1[CH:24]=[CH:23][C:22](B(O)O)=[CH:21][CH:20]=1.CCO.C(=O)([O-])[O-].[Na+].[Na+].